From a dataset of Forward reaction prediction with 1.9M reactions from USPTO patents (1976-2016). Predict the product of the given reaction. (1) Given the reactants Cl.[Cl:2][C:3]1[CH:16]=[CH:15][C:14]2[S:13][C:12]3[C:7](=[CH:8][CH:9]=[CH:10][CH:11]=3)[N:6]([CH2:17][CH2:18][CH2:19][CH2:20][NH2:21])[C:5]=2[CH:4]=1.C(N(CC)CC)C.[C:29]1([CH3:39])[CH:34]=[CH:33][C:32]([S:35](Cl)(=[O:37])=[O:36])=[CH:31][CH:30]=1.[Na+].[Cl-], predict the reaction product. The product is: [Cl:2][C:3]1[CH:16]=[CH:15][C:14]2[S:13][C:12]3[C:7](=[CH:8][CH:9]=[CH:10][CH:11]=3)[N:6]([CH2:17][CH2:18][CH2:19][CH2:20][NH:21][S:35]([C:32]3[CH:33]=[CH:34][C:29]([CH3:39])=[CH:30][CH:31]=3)(=[O:37])=[O:36])[C:5]=2[CH:4]=1. (2) Given the reactants [CH:1]([C:3]1[CH:18]=[CH:17][C:6]([O:7][C:8]2[N:9]=[CH:10][C:11]([C:14]([NH2:16])=[O:15])=[N:12][CH:13]=2)=[C:5]([O:19][CH3:20])[CH:4]=1)=O.[CH2:21]([NH2:26])[CH2:22][CH:23]([CH3:25])[CH3:24].[BH4-].[Na+], predict the reaction product. The product is: [CH3:20][O:19][C:5]1[CH:4]=[C:3]([CH2:1][NH:26][CH2:21][CH2:22][CH:23]([CH3:25])[CH3:24])[CH:18]=[CH:17][C:6]=1[O:7][C:8]1[N:9]=[CH:10][C:11]([C:14]([NH2:16])=[O:15])=[N:12][CH:13]=1.